Dataset: M1 muscarinic receptor antagonist screen with 61,756 compounds. Task: Binary Classification. Given a drug SMILES string, predict its activity (active/inactive) in a high-throughput screening assay against a specified biological target. (1) The drug is O=C1N(C(=O)C2C1C1CC2C=C1)CC(=O)NCC1Oc2c(OC1)cccc2. The result is 0 (inactive). (2) The compound is S1Cc2n(c(nn2)c2cc3nc4n(CCCCC4)c(=O)c3cc2)c2c1cccc2. The result is 0 (inactive). (3) The molecule is S(c1n(c(nn1)COc1c2c(ccc1)cccc2)CC)CC(=O)N. The result is 0 (inactive). (4) The molecule is O1C=2CC(CC(=O)C2C(c2c1ncn(c2=N)CCCn1ccnc1)c1ccc(OC)cc1)(C)C. The result is 0 (inactive). (5) The drug is O=C(N1CCc2c1cccc2)c1c(c([nH]c1C)C(OCC)=O)C. The result is 0 (inactive). (6) The drug is Fc1ccc(OCC(=O)Nc2nc(OC)nc(OC)c2)cc1. The result is 0 (inactive). (7) The molecule is BrC1=C/C(=c2/n(CC=C)c(SCC(=O)N)n[nH]2)C(=O)C=C1. The result is 0 (inactive).